This data is from Peptide-MHC class I binding affinity with 185,985 pairs from IEDB/IMGT. The task is: Regression. Given a peptide amino acid sequence and an MHC pseudo amino acid sequence, predict their binding affinity value. This is MHC class I binding data. (1) The peptide sequence is SSLKLSDSKI. The MHC is H-2-Db with pseudo-sequence H-2-Db. The binding affinity (normalized) is 0.224. (2) The MHC is HLA-C12:03 with pseudo-sequence HLA-C12:03. The peptide sequence is FVMPIFEQI. The binding affinity (normalized) is 0.610. (3) The peptide sequence is AVLQSGFRK. The MHC is HLA-B27:05 with pseudo-sequence HLA-B27:05. The binding affinity (normalized) is 0.0847. (4) The peptide sequence is SYVFNFHKY. The MHC is HLA-A02:03 with pseudo-sequence HLA-A02:03. The binding affinity (normalized) is 0.0847. (5) The peptide sequence is RPADQFDAM. The MHC is HLA-B07:02 with pseudo-sequence HLA-B07:02. The binding affinity (normalized) is 0.635.